Dataset: Choline transporter screen with 302,306 compounds. Task: Binary Classification. Given a drug SMILES string, predict its activity (active/inactive) in a high-throughput screening assay against a specified biological target. (1) The drug is O1CCN(CCCc2ccc(cc2)COc2ccccc2)CC1. The result is 0 (inactive). (2) The compound is O=C1N(CCCCCC(O\N=C(/N)c2ccccc2)=O)C(=O)c2c1cccc2. The result is 0 (inactive). (3) The compound is S1(=O)(=O)N(CCCC)C(=C(O)c2c1cccc2)C(=O)Nc1noc(c1)C. The result is 0 (inactive). (4) The molecule is O(Cc1c(OC)ccc(c1)/C=N\n1cnnc1)c1ncccc1. The result is 0 (inactive). (5) The drug is O(c1ccc(CN(Cc2ccccc2)CC)cc1)Cc1ccccc1. The result is 0 (inactive). (6) The molecule is S(c1[nH]c2c(C(Cc3c2cccc3)(CC)C)c(=O)n1)C. The result is 0 (inactive). (7) The result is 0 (inactive). The drug is S1C=2N(C(=O)C(N2)(Nc2sc3c(n2)ccc(S(=O)(=O)C)c3)C(F)(F)F)CC1.